Dataset: Peptide-MHC class II binding affinity with 134,281 pairs from IEDB. Task: Regression. Given a peptide amino acid sequence and an MHC pseudo amino acid sequence, predict their binding affinity value. This is MHC class II binding data. (1) The peptide sequence is QLGELYYAIHKASPV. The MHC is HLA-DQA10101-DQB10501 with pseudo-sequence HLA-DQA10101-DQB10501. The binding affinity (normalized) is 0.477. (2) The peptide sequence is GVLKNEFMSLAFDYW. The MHC is HLA-DPA10201-DPB10101 with pseudo-sequence HLA-DPA10201-DPB10101. The binding affinity (normalized) is 0.825. (3) The peptide sequence is GVTLVRKNRWLLLNV. The MHC is HLA-DQA10103-DQB10603 with pseudo-sequence HLA-DQA10103-DQB10603. The binding affinity (normalized) is 0. (4) The peptide sequence is INEPTAAAHAYGLDR. The MHC is HLA-DQA10401-DQB10402 with pseudo-sequence HLA-DQA10401-DQB10402. The binding affinity (normalized) is 0.380. (5) The peptide sequence is NQEILELAQSETCSP. The MHC is DRB1_0301 with pseudo-sequence DRB1_0301. The binding affinity (normalized) is 0.191. (6) The binding affinity (normalized) is 0.173. The peptide sequence is SGHVIPACKNLSPSA. The MHC is DRB1_0701 with pseudo-sequence DRB1_0701.